Dataset: Catalyst prediction with 721,799 reactions and 888 catalyst types from USPTO. Task: Predict which catalyst facilitates the given reaction. (1) Product: [F:19][C:2]1([F:1])[CH2:3][CH:4]([NH:6][C:7]2[N:15]=[CH:14][C:13]([CH:16]([F:18])[F:17])=[CH:12][C:8]=2[C:9]([NH:25][C:21]([CH3:22])([C:23]#[CH:24])[CH3:20])=[O:11])[CH2:5]1. The catalyst class is: 2. Reactant: [F:1][C:2]1([F:19])[CH2:5][CH:4]([NH:6][C:7]2[N:15]=[CH:14][C:13]([CH:16]([F:18])[F:17])=[CH:12][C:8]=2[C:9]([OH:11])=O)[CH2:3]1.[CH3:20][C:21]([NH2:25])([C:23]#[CH:24])[CH3:22].C1C=CC2N(O)N=NC=2C=1.CCN=C=NCCCN(C)C.CCN(C(C)C)C(C)C. (2) Reactant: Cl[CH2:2][CH:3]([O:6][C@H:7]1[CH2:12][CH2:11][C@H:10]([C:13]2[N:22]3[C:16]([CH2:17][N:18]([CH3:28])[CH2:19][C:20]4[CH:26]=[C:25]([Cl:27])[CH:24]=[CH:23][C:21]=43)=[N:15][N:14]=2)[CH2:9][CH2:8]1)[CH2:4][OH:5].CC(C)([O-])C.[K+]. Product: [Cl:27][C:25]1[CH:24]=[CH:23][C:21]2[N:22]3[C:16]([CH2:17][N:18]([CH3:28])[CH2:19][C:20]=2[CH:26]=1)=[N:15][N:14]=[C:13]3[C@H:10]1[CH2:9][CH2:8][C@H:7]([O:6][CH:3]2[CH2:4][O:5][CH2:2]2)[CH2:12][CH2:11]1. The catalyst class is: 11. (3) Reactant: CO[C:3]1[CH:4]=[C:5]([C:9]2[N:10]=[N:11][CH:12]=[C:13]([C:24]3[CH:29]=[CH:28][CH:27]=[CH:26][CH:25]=3)[C:14]=2[C:15]2[O:16][CH:17]=[C:18]([C:20]([O:22]C)=O)[N:19]=2)[CH:6]=[CH:7][CH:8]=1.[CH3:30][Mg+].[Br-]. Product: [C:5]1([C:9]2[N:10]=[N:11][CH:12]=[C:13]([C:24]3[CH:29]=[CH:28][CH:27]=[CH:26][CH:25]=3)[C:14]=2[C:15]2[O:16][CH:17]=[C:18]([C:20](=[O:22])[CH3:30])[N:19]=2)[CH:6]=[CH:7][CH:8]=[CH:3][CH:4]=1. The catalyst class is: 1. (4) Reactant: Cl.Cl[C:3]1C=CC(NN)=CC=1.BrCCCC1C=CC(C(F)(F)F)=NC=1.ClC1C=CC(N(CCCC2C=NC(C(F)(F)F)=CC=2)N)=CC=1.C(OC(OCC)CCCNC)C.[Cl:59][C:60]1[CH:61]=[C:62]2[C:66](=[CH:67][CH:68]=1)[N:65]([CH2:69][CH2:70][CH2:71][C:72]1[CH:73]=[N:74][C:75]([C:78]([F:81])([F:80])[F:79])=[CH:76][CH:77]=1)[CH:64]=[C:63]2[CH2:82][CH2:83][NH:84][CH3:85].C=O.C(O)(C(F)(F)F)=O. Product: [Cl:59][C:60]1[CH:61]=[C:62]2[C:66](=[CH:67][CH:68]=1)[N:65]([CH2:69][CH2:70][CH2:71][C:72]1[CH:73]=[N:74][C:75]([C:78]([F:81])([F:80])[F:79])=[CH:76][CH:77]=1)[C:64]1[CH2:85][N:84]([CH3:3])[CH2:83][CH2:82][C:63]2=1. The catalyst class is: 556. (5) Reactant: [Cl:1][C:2]1[CH:3]=[C:4]([CH:8]=[CH:9][C:10]=1[O:11][CH:12]([CH3:14])[CH3:13])[C:5](O)=O.[NH2:15][NH:16][C:17]([NH2:19])=[S:18]. Product: [Cl:1][C:2]1[CH:3]=[C:4]([C:5]2[S:18][C:17]([NH2:19])=[N:16][N:15]=2)[CH:8]=[CH:9][C:10]=1[O:11][CH:12]([CH3:14])[CH3:13]. The catalyst class is: 286. (6) The catalyst class is: 4. Product: [Cl:13][C:10]1[CH:11]=[CH:12][C:2]([NH:1][C:19](=[O:24])[C:20]([CH3:23])([CH3:22])[CH3:21])=[C:3]([O:4][CH2:5][CH2:6][CH2:7][OH:8])[CH:9]=1. Reactant: [NH2:1][C:2]1[CH:12]=[CH:11][C:10]([Cl:13])=[CH:9][C:3]=1[O:4][CH2:5][CH2:6][CH2:7][OH:8].C(=O)([O-])O.[Na+].[C:19](Cl)(=[O:24])[C:20]([CH3:23])([CH3:22])[CH3:21]. (7) Reactant: C1(P(C2C=CC=CC=2)C2C=CC=CC=2)C=CC=CC=1.[CH3:20][C:21]1([CH3:28])[O:25][CH:24]([CH2:26][OH:27])[CH2:23][O:22]1.[CH3:29][C:30]1([CH3:44])[C:34]([CH3:36])([CH3:35])[O:33][B:32]([C:37]2[CH:42]=[CH:41][C:40](O)=[CH:39][CH:38]=2)[O:31]1.N(C(N1CCCCC1)=O)=NC(N1CCCCC1)=O. Product: [CH3:20][C:21]1([CH3:28])[O:25][CH:24]([CH2:26][O:27][C:40]2[CH:41]=[CH:42][C:37]([B:32]3[O:33][C:34]([CH3:36])([CH3:35])[C:30]([CH3:44])([CH3:29])[O:31]3)=[CH:38][CH:39]=2)[CH2:23][O:22]1. The catalyst class is: 1.